From a dataset of Full USPTO retrosynthesis dataset with 1.9M reactions from patents (1976-2016). Predict the reactants needed to synthesize the given product. (1) Given the product [F:20][C:21]([F:25])([F:24])[CH:22]=[N:2][NH:1][CH:3]1[CH2:4][CH2:5][N:6]([C:9]([O:11][CH2:12][C:13]2[CH:18]=[CH:17][CH:16]=[CH:15][CH:14]=2)=[O:10])[CH2:7][CH2:8]1, predict the reactants needed to synthesize it. The reactants are: [NH:1]([CH:3]1[CH2:8][CH2:7][N:6]([C:9]([O:11][CH2:12][C:13]2[CH:18]=[CH:17][CH:16]=[CH:15][CH:14]=2)=[O:10])[CH2:5][CH2:4]1)[NH2:2].O.[F:20][C:21]([F:25])([F:24])[CH:22]=O. (2) Given the product [NH2:8][C@@H:9]([CH3:42])[C:10]([NH:12][CH2:13][C:14]1[S:18][CH:17]=[C:16]([N:19]2[C:23]([C:24]([NH:26][CH2:27][C:28]3[CH:37]=[CH:36][CH:35]=[CH:34][C:29]=3[C:30]([O:32][CH3:33])=[O:31])=[O:25])=[CH:22][C:21]([C:38]([F:39])([F:41])[F:40])=[N:20]2)[CH:15]=1)=[O:11], predict the reactants needed to synthesize it. The reactants are: C(OC([NH:8][C@@H:9]([CH3:42])[C:10]([NH:12][CH2:13][C:14]1[S:18][CH:17]=[C:16]([N:19]2[C:23]([C:24]([NH:26][CH2:27][C:28]3[CH:37]=[CH:36][CH:35]=[CH:34][C:29]=3[C:30]([O:32][CH3:33])=[O:31])=[O:25])=[CH:22][C:21]([C:38]([F:41])([F:40])[F:39])=[N:20]2)[CH:15]=1)=[O:11])=O)(C)(C)C.C(O)(C(F)(F)F)=O. (3) Given the product [CH3:39][O:40][C:41]1[CH:42]=[C:43]([NH:56][S:57]([CH3:60])(=[O:59])=[O:58])[CH:44]=[CH:45][C:46]=1[C:2]1[C:10]2[C:9]([NH:11][C@H:12]([C:14]3[N:19]([C:20]4[CH:25]=[CH:24][CH:23]=[CH:22][CH:21]=4)[C:18](=[O:26])[C:17]4=[C:27]([CH3:30])[CH:28]=[CH:29][N:16]4[N:15]=3)[CH3:13])=[N:8][CH:7]=[N:6][C:5]=2[N:4]([CH2:31][O:32][CH2:33][CH2:34][Si:35]([CH3:38])([CH3:37])[CH3:36])[CH:3]=1, predict the reactants needed to synthesize it. The reactants are: Br[C:2]1[C:10]2[C:9]([NH:11][C@H:12]([C:14]3[N:19]([C:20]4[CH:25]=[CH:24][CH:23]=[CH:22][CH:21]=4)[C:18](=[O:26])[C:17]4=[C:27]([CH3:30])[CH:28]=[CH:29][N:16]4[N:15]=3)[CH3:13])=[N:8][CH:7]=[N:6][C:5]=2[N:4]([CH2:31][O:32][CH2:33][CH2:34][Si:35]([CH3:38])([CH3:37])[CH3:36])[CH:3]=1.[CH3:39][O:40][C:41]1[CH:42]=[C:43]([NH:56][S:57]([CH3:60])(=[O:59])=[O:58])[CH:44]=[CH:45][C:46]=1B1OC(C)(C)C(C)(C)O1.C(=O)([O-])[O-].[Na+].[Na+]. (4) Given the product [OH:10][CH2:9][CH2:8][C:5]1[CH:6]=[CH:7][C:2]([NH:1][C:23](=[O:24])[O:22][C:19]([CH3:21])([CH3:20])[CH3:18])=[CH:3][CH:4]=1, predict the reactants needed to synthesize it. The reactants are: [NH2:1][C:2]1[CH:7]=[CH:6][C:5]([CH2:8][CH2:9][OH:10])=[CH:4][CH:3]=1.C(N(CC)CC)C.[CH3:18][C:19]([O:22][C:23](O[C:23]([O:22][C:19]([CH3:21])([CH3:20])[CH3:18])=[O:24])=[O:24])([CH3:21])[CH3:20]. (5) Given the product [CH3:17][O:16][C:18]1[CH:25]=[C:24]([O:26][CH3:27])[CH:23]=[CH:22][C:19]=1[CH2:20][NH:21][CH2:1][C:3]1([NH:8][C:9](=[O:15])[O:10][C:11]([CH3:14])([CH3:13])[CH3:12])[CH2:7][CH2:6][CH2:5][CH2:4]1, predict the reactants needed to synthesize it. The reactants are: [CH:1]([C:3]1([NH:8][C:9](=[O:15])[O:10][C:11]([CH3:14])([CH3:13])[CH3:12])[CH2:7][CH2:6][CH2:5][CH2:4]1)=O.[O:16]([C:18]1[CH:25]=[C:24]([O:26][CH3:27])[CH:23]=[CH:22][C:19]=1[CH2:20][NH2:21])[CH3:17].C(O[BH-](OC(=O)C)OC(=O)C)(=O)C.[Na+].C([O-])(O)=O.[Na+].[Na+].[Cl-].